Dataset: Full USPTO retrosynthesis dataset with 1.9M reactions from patents (1976-2016). Task: Predict the reactants needed to synthesize the given product. (1) Given the product [F:33][C:2]([F:1])([F:32])[CH2:3][NH:4][C:5]([NH:7][C:8]1[CH:9]=[C:10]([N:14]2[C:18]3[CH:19]=[CH:20][C:21]([C:23]4[CH:24]=[C:25]([CH:29]=[CH:30][CH:31]=4)[C:26]([O:28][CH2:37][CH:34]4[CH2:36][CH2:35]4)=[O:27])=[CH:22][C:17]=3[N:16]=[CH:15]2)[CH:11]=[CH:12][CH:13]=1)=[O:6], predict the reactants needed to synthesize it. The reactants are: [F:1][C:2]([F:33])([F:32])[CH2:3][NH:4][C:5]([NH:7][C:8]1[CH:9]=[C:10]([N:14]2[C:18]3[CH:19]=[CH:20][C:21]([C:23]4[CH:24]=[C:25]([CH:29]=[CH:30][CH:31]=4)[C:26]([OH:28])=[O:27])=[CH:22][C:17]=3[N:16]=[CH:15]2)[CH:11]=[CH:12][CH:13]=1)=[O:6].[CH:34]1([CH2:37]N)[CH2:36][CH2:35]1.F[P-](F)(F)(F)(F)F.N1(O[P+](N(C)C)(N(C)C)N(C)C)C2C=CC=CC=2N=N1.C(N(CC)C(C)C)(C)C. (2) Given the product [OH:38][CH2:37][CH2:36][N:35]([CH2:39][CH2:40][OH:41])[CH2:2][C:3]([NH:5][C:6]1[CH:7]=[N:8][C:9]([O:12][C:13]2[CH:14]=[C:15]3[C:20](=[CH:21][CH:22]=2)[O:19][CH:18]([C:23]2[CH:28]=[CH:27][CH:26]=[CH:25][CH:24]=2)[CH2:17][CH2:16]3)=[CH:10][CH:11]=1)=[O:4], predict the reactants needed to synthesize it. The reactants are: Cl[CH2:2][C:3]([NH:5][C:6]1[CH:7]=[N:8][C:9]([O:12][C:13]2[CH:14]=[C:15]3[C:20](=[CH:21][CH:22]=2)[O:19][CH:18]([C:23]2[CH:28]=[CH:27][CH:26]=[CH:25][CH:24]=2)[CH2:17][CH2:16]3)=[CH:10][CH:11]=1)=[O:4].C(=O)([O-])[O-].[K+].[K+].[NH:35]([CH2:39][CH2:40][OH:41])[CH2:36][CH2:37][OH:38].O. (3) Given the product [CH3:18][O:19][C:20]1[CH:25]=[CH:24][C:23]([CH2:26][N:1]2[C:9]3[C:4](=[CH:5][CH:6]=[C:7]([CH:10]=[O:11])[CH:8]=3)[CH:3]=[N:2]2)=[CH:22][CH:21]=1, predict the reactants needed to synthesize it. The reactants are: [NH:1]1[C:9]2[C:4](=[CH:5][CH:6]=[C:7]([CH:10]=[O:11])[CH:8]=2)[CH:3]=[N:2]1.CC([O-])(C)C.[K+].[CH3:18][O:19][C:20]1[CH:25]=[CH:24][C:23]([CH2:26]Cl)=[CH:22][CH:21]=1. (4) Given the product [Cl:10][C:8]1[CH:7]=[C:4]([CH:3]=[C:2]([N:1]2[C:24](=[O:23])[C:25]([OH:32])=[C:26]([C:27](=[O:31])[CH:28]([CH3:30])[CH3:29])[CH:16]2[C:15]2[CH:18]=[CH:19][C:12]([Cl:11])=[CH:13][C:14]=2[CH3:20])[CH:9]=1)[C:5]#[N:6], predict the reactants needed to synthesize it. The reactants are: [NH2:1][C:2]1[CH:3]=[C:4]([CH:7]=[C:8]([Cl:10])[CH:9]=1)[C:5]#[N:6].[Cl:11][C:12]1[CH:19]=[CH:18][C:15]([CH:16]=O)=[C:14]([CH3:20])[CH:13]=1.C([O:23][C:24](=O)[C:25](=[O:32])[CH2:26][C:27](=[O:31])[CH:28]([CH3:30])[CH3:29])C. (5) Given the product [CH3:15][O:14][CH:13]([O:16][CH3:17])[C:12]1[CH:11]=[CH:10][N:7]=[C:4]([S:5][CH2:21][CH2:22][CH2:23][O:24][CH3:25])[N:6]=1, predict the reactants needed to synthesize it. The reactants are: C[O-].[Na+].[C:4]([NH2:7])([NH2:6])=[S:5].CN(C)/[CH:10]=[CH:11]/[C:12](=O)[CH:13]([O:16][CH3:17])[O:14][CH3:15].Br[CH2:21][CH2:22][CH2:23][O:24][CH3:25].